This data is from Forward reaction prediction with 1.9M reactions from USPTO patents (1976-2016). The task is: Predict the product of the given reaction. (1) Given the reactants [CH3:1][C:2]1[CH:7]=[CH:6][C:5]([S:8]([O:11][CH2:12][CH:13]2[CH2:17][C:16]3[CH:18]=[C:19]([F:23])[CH:20]=[C:21](Br)[C:15]=3[O:14]2)(=[O:10])=[O:9])=[CH:4][CH:3]=1.[CH3:24][C:25]1[CH:30]=[CH:29][CH:28]=[CH:27][C:26]=1B(O)O.C(=O)([O-])[O-].[K+].[K+], predict the reaction product. The product is: [CH3:1][C:2]1[CH:7]=[CH:6][C:5]([S:8]([O:11][CH2:12][CH:13]2[CH2:17][C:16]3[CH:18]=[C:19]([F:23])[CH:20]=[C:21]([C:26]4[CH:27]=[CH:28][CH:29]=[CH:30][C:25]=4[CH3:24])[C:15]=3[O:14]2)(=[O:10])=[O:9])=[CH:4][CH:3]=1. (2) Given the reactants C(OC1C=C([NH:15][C:16](N)=[S:17])C=CC=1)C1C=CC=CC=1.[O:19]([C:26]1[CH:34]=[CH:33][C:29]([CH2:30][CH2:31][NH2:32])=[CH:28][CH:27]=1)[C:20]1[CH:25]=[CH:24][CH:23]=[CH:22][CH:21]=1, predict the reaction product. The product is: [O:19]([C:26]1[CH:27]=[CH:28][C:29]([CH2:30][CH2:31][NH:32][C:16]([NH2:15])=[S:17])=[CH:33][CH:34]=1)[C:20]1[CH:21]=[CH:22][CH:23]=[CH:24][CH:25]=1.